This data is from TCR-epitope binding with 47,182 pairs between 192 epitopes and 23,139 TCRs. The task is: Binary Classification. Given a T-cell receptor sequence (or CDR3 region) and an epitope sequence, predict whether binding occurs between them. The epitope is KLNVGDYFV. Result: 0 (the TCR does not bind to the epitope). The TCR CDR3 sequence is CASSGQEYGYTF.